Dataset: Reaction yield outcomes from USPTO patents with 853,638 reactions. Task: Predict the reaction yield, written as a fraction of the theoretical maximum amount of product (1.0 means a 100% yield; for example, 0.34 means a 34% yield). (1) The reactants are [CH2:1]([N:11]1[C:23]2[CH:22]=[CH:21][CH:20]=[CH:19][C:18]=2[C:17]2[C:12]1=[CH:13][CH:14]=[CH:15][CH:16]=2)[CH2:2][CH2:3][CH2:4][CH2:5][CH2:6][CH2:7][CH2:8][CH2:9][CH3:10].[Br:24]N1C(=O)CCC1=O. The catalyst is ClCCl. The product is [Br:24][C:16]1[C:17]2[C:18]3[C:23](=[CH:22][CH:21]=[CH:20][CH:19]=3)[N:11]([CH2:1][CH2:2][CH2:3][CH2:4][CH2:5][CH2:6][CH2:7][CH2:8][CH2:9][CH3:10])[C:12]=2[CH:13]=[CH:14][CH:15]=1. The yield is 0.870. (2) The reactants are [N:1]1([CH:7]=[CH:8][C:9]([O:11][CH2:12][CH3:13])=[O:10])[CH2:6][CH2:5][CH2:4][CH2:3][CH2:2]1.[F-].[K+].[F:16][CH:17]([F:21])[C:18](F)=[O:19]. The catalyst is C1(C)C=CC=CC=1. The product is [F:16][CH:17]([F:21])[C:18](=[O:19])[C:8](=[CH:7][N:1]1[CH2:6][CH2:5][CH2:4][CH2:3][CH2:2]1)[C:9]([O:11][CH2:12][CH3:13])=[O:10]. The yield is 0.940. (3) The reactants are [CH2:1]([O:3][C:4](=[O:34])[C@@:5]([OH:33])([CH3:32])[CH2:6][N:7]([CH2:17][C:18]1[CH:23]=[CH:22][C:21]([C:24]2[CH:29]=[C:28]([Cl:30])[CH:27]=[CH:26][C:25]=2[F:31])=[CH:20][CH:19]=1)[NH:8][C:9]([C:11]1[O:15][N:14]=[C:13]([OH:16])[CH:12]=1)=[O:10])[CH3:2].[CH2:35](O)[CH2:36][CH2:37][CH2:38][CH2:39]CC.Cl.O1CCOCC1. No catalyst specified. The product is [CH2:1]([O:3][C:4](=[O:34])[C@@:5]([OH:33])([CH3:32])[CH2:6][N:7]([CH2:17][C:18]1[CH:19]=[CH:20][C:21]([C:24]2[CH:29]=[C:28]([Cl:30])[CH:27]=[CH:26][C:25]=2[F:31])=[CH:22][CH:23]=1)[NH:8][C:9]([C:11]1[O:15][N:14]=[C:13]([OH:16])[CH:12]=1)=[O:10])[CH2:2][CH2:35][CH2:36][CH2:37][CH2:38][CH3:39]. The yield is 0.950. (4) The reactants are [F:1][C:2]1[CH:16]=[C:15]([N:17]2[CH2:20][CH:19]([OH:21])[CH2:18]2)[C:14]([F:22])=[CH:13][C:3]=1[C:4]([NH:6][C@@H:7]([CH3:12])[C:8]([F:11])([F:10])[F:9])=[O:5].C(O)(=O)C.C(O)(=O)C.IC1C=CC=CC=1.CC1(C)N([O])C(C)(C)CCC1. The catalyst is C(Cl)Cl.CCOC(C)=O. The product is [F:1][C:2]1[CH:16]=[C:15]([N:17]2[CH2:20][C:19](=[O:21])[CH2:18]2)[C:14]([F:22])=[CH:13][C:3]=1[C:4]([NH:6][C@@H:7]([CH3:12])[C:8]([F:11])([F:9])[F:10])=[O:5]. The yield is 0.720.